This data is from Catalyst prediction with 721,799 reactions and 888 catalyst types from USPTO. The task is: Predict which catalyst facilitates the given reaction. (1) Reactant: [CH3:1][C:2]([CH3:60])([CH3:59])[C@H:3]([N:45]1[CH2:49][CH2:48][N:47]([CH2:50][C:51]2[CH:56]=[CH:55][CH:54]=[C:53]([CH3:57])[N:52]=2)[C:46]1=[O:58])[C:4]([NH:6][C@@H:7]([CH2:38][C:39]1[CH:44]=[CH:43][CH:42]=[CH:41][CH:40]=1)[C@@H:8]([OH:37])[CH2:9][C@@H:10]([NH:26]C(=O)OCC1C=CC=CC=1)[CH2:11][C:12]1[CH:17]=[CH:16][C:15]([C:18]2[CH:23]=[CH:22][CH:21]=[C:20]([O:24][CH3:25])[N:19]=2)=[CH:14][CH:13]=1)=[O:5].Cl. Product: [NH2:26][C@@H:10]([CH2:11][C:12]1[CH:17]=[CH:16][C:15]([C:18]2[CH:23]=[CH:22][CH:21]=[C:20]([O:24][CH3:25])[N:19]=2)=[CH:14][CH:13]=1)[CH2:9][C@H:8]([OH:37])[C@@H:7]([NH:6][C:4](=[O:5])[C@@H:3]([N:45]1[CH2:49][CH2:48][N:47]([CH2:50][C:51]2[CH:56]=[CH:55][CH:54]=[C:53]([CH3:57])[N:52]=2)[C:46]1=[O:58])[C:2]([CH3:1])([CH3:59])[CH3:60])[CH2:38][C:39]1[CH:44]=[CH:43][CH:42]=[CH:41][CH:40]=1. The catalyst class is: 19. (2) Reactant: Cl[CH:2](Cl)[CH3:3].P(Cl)(Cl)(Cl)=[O:6].[CH3:10][C:11]1[NH:12]C=[C:14]([CH3:16])[CH:15]=1. Product: [CH3:10][C:11]1[NH:12][C:2]([CH:3]=[O:6])=[C:14]([CH3:16])[CH:15]=1. The catalyst class is: 9. (3) Reactant: [F:1][C:2]1[CH:3]=[C:4]([NH:22][C:23]([C:25]2[C:26](=[O:38])[N:27]([C:32]3[CH:37]=[CH:36][CH:35]=[CH:34][CH:33]=3)[N:28]([CH3:31])[C:29]=2[CH3:30])=[O:24])[CH:5]=[CH:6][C:7]=1[O:8][C:9]1[C:18]2[C:13](=[CH:14][C:15]([OH:21])=[C:16]([O:19][CH3:20])[CH:17]=2)[N:12]=[CH:11][CH:10]=1.CS(O[CH2:44][CH2:45][CH2:46][N:47]1[CH2:53][CH:52]([OH:54])[C:49]2([CH2:51][CH2:50]2)[CH2:48]1)(=O)=O.C([O-])([O-])=O.[Cs+].[Cs+]. Product: [OH:54][CH:52]1[C:49]2([CH2:51][CH2:50]2)[CH2:48][N:47]([CH2:46][CH2:45][CH2:44][O:21][C:15]2[CH:14]=[C:13]3[C:18]([C:9]([O:8][C:7]4[CH:6]=[CH:5][C:4]([NH:22][C:23]([C:25]5[C:26](=[O:38])[N:27]([C:32]6[CH:37]=[CH:36][CH:35]=[CH:34][CH:33]=6)[N:28]([CH3:31])[C:29]=5[CH3:30])=[O:24])=[CH:3][C:2]=4[F:1])=[CH:10][CH:11]=[N:12]3)=[CH:17][C:16]=2[O:19][CH3:20])[CH2:53]1. The catalyst class is: 44. (4) Reactant: C=O.[NH:3]1[CH2:8][CH2:7][CH:6]([C:9]2[N:14]=[CH:13][C:12]([NH:15][C:16]3[N:21]=[C:20]([CH2:22][CH2:23][C:24]4[CH:29]=[CH:28][CH:27]=[CH:26][C:25]=4[CH2:30][C:31]([NH2:33])=[O:32])[C:19]([C:34]([F:37])([F:36])[F:35])=[CH:18][N:17]=3)=[CH:11][CH:10]=2)[CH2:5][CH2:4]1.[C:38](O[BH-](OC(=O)C)OC(=O)C)(=O)C.[Na+]. Product: [CH3:38][N:3]1[CH2:8][CH2:7][CH:6]([C:9]2[N:14]=[CH:13][C:12]([NH:15][C:16]3[N:21]=[C:20]([CH2:22][CH2:23][C:24]4[CH:29]=[CH:28][CH:27]=[CH:26][C:25]=4[CH2:30][C:31]([NH2:33])=[O:32])[C:19]([C:34]([F:35])([F:37])[F:36])=[CH:18][N:17]=3)=[CH:11][CH:10]=2)[CH2:5][CH2:4]1. The catalyst class is: 5. (5) Reactant: [Cl:1][C:2]1[C:10]([C:11]([O:13][CH3:14])=[O:12])=[CH:9][CH:8]=[C:7]2[C:3]=1[C:4]([CH:15]=O)=[CH:5][NH:6]2.O.C1(C)C=CC(S(O)(=O)=O)=CC=1.S1(CCCC1)(=O)=O.C([BH3-])#N.[Na+]. Product: [Cl:1][C:2]1[C:10]([C:11]([O:13][CH3:14])=[O:12])=[CH:9][CH:8]=[C:7]2[C:3]=1[C:4]([CH3:15])=[CH:5][NH:6]2. The catalyst class is: 3.